This data is from Catalyst prediction with 721,799 reactions and 888 catalyst types from USPTO. The task is: Predict which catalyst facilitates the given reaction. (1) Reactant: [Si]([O:8][C:9]1[CH:14]=[CH:13][C:12]([C@@H:15]2[C:20]3=[N:21][S:22](=[O:26])(=[O:25])[CH2:23][CH2:24][N:19]3[CH2:18][CH2:17][CH2:16]2)=[CH:11][CH:10]=1)(C(C)(C)C)(C)C.Cl. Product: [OH:8][C:9]1[CH:10]=[CH:11][C:12]([C@@H:15]2[C:20]3=[N:21][S:22](=[O:26])(=[O:25])[CH2:23][CH2:24][N:19]3[CH2:18][CH2:17][CH2:16]2)=[CH:13][CH:14]=1. The catalyst class is: 5. (2) Reactant: [Si]([O:8][CH2:9][CH2:10][CH:11]([C:29]1[C:34](=[O:35])[CH:33]=[CH:32][N:31]([C:36]2[CH:37]=[N:38][N:39]([CH3:41])[CH:40]=2)[N:30]=1)[C:12]1[CH:17]=[CH:16][CH:15]=[C:14]([C:18]2[N:23]=[CH:22][C:21]([O:24][CH2:25][CH2:26][O:27][CH3:28])=[CH:20][N:19]=2)[CH:13]=1)(C(C)(C)C)(C)C. Product: [OH:8][CH2:9][CH2:10][CH:11]([C:29]1[C:34](=[O:35])[CH:33]=[CH:32][N:31]([C:36]2[CH:37]=[N:38][N:39]([CH3:41])[CH:40]=2)[N:30]=1)[C:12]1[CH:17]=[CH:16][CH:15]=[C:14]([C:18]2[N:23]=[CH:22][C:21]([O:24][CH2:25][CH2:26][O:27][CH3:28])=[CH:20][N:19]=2)[CH:13]=1. The catalyst class is: 422. (3) Reactant: [F:1][C:2]1[CH:7]=[CH:6][C:5]([OH:8])=[C:4]([CH3:9])[CH:3]=1.[H-].[Na+].Cl[C:13]([O:15][CH3:16])=[O:14]. Product: [CH3:16][O:15][C:13](=[O:14])[O:8][C:5]1[CH:6]=[CH:7][C:2]([F:1])=[CH:3][C:4]=1[CH3:9]. The catalyst class is: 1. (4) Reactant: [CH3:1][O:2][C:3]1[C:12]([NH:13][C:14](=[O:22])OC2C=CC=CC=2)=[CH:11][C:10]2[C:5](=[CH:6][CH:7]=[CH:8][CH:9]=2)[CH:4]=1.[CH3:23][C:24]1[CH:25]=[C:26]([N:31]2[CH2:36][CH2:35][NH:34][CH2:33][CH2:32]2)[CH:27]=[C:28]([CH3:30])[CH:29]=1.C1CCN2C(=NCCC2)CC1. Product: [CH3:1][O:2][C:3]1[C:12]([NH:13][C:14]([N:34]2[CH2:35][CH2:36][N:31]([C:26]3[CH:27]=[C:28]([CH3:30])[CH:29]=[C:24]([CH3:23])[CH:25]=3)[CH2:32][CH2:33]2)=[O:22])=[CH:11][C:10]2[C:5](=[CH:6][CH:7]=[CH:8][CH:9]=2)[CH:4]=1. The catalyst class is: 7. (5) Reactant: [Cl:1]N1C(=O)CCC1=O.CN(C)C=O.[Br:14][C:15]1[CH:16]=[CH:17][C:18]([NH2:21])=[N:19][CH:20]=1.[OH-].[Na+]. Product: [Br:14][C:15]1[CH:16]=[C:17]([Cl:1])[C:18]([NH2:21])=[N:19][CH:20]=1. The catalyst class is: 6. (6) Reactant: [C:1]([CH2:4][N:5]1[C:9]2=[N:10][CH:11]=[CH:12][C:13]([Cl:14])=[C:8]2[C:7]([C:15]([OH:17])=O)=[CH:6]1)(=[O:3])[NH2:2].CCN(CC)CC.[NH2:25][CH2:26][C:27]1([OH:35])[CH2:32][CH2:31][C:30]([F:34])([F:33])[CH2:29][CH2:28]1.C(Cl)CCl.N1(O)C2C=CC=CC=2N=N1. Product: [F:33][C:30]1([F:34])[CH2:29][CH2:28][C:27]([CH2:26][NH:25][C:15]([C:7]2[C:8]3[C:9](=[N:10][CH:11]=[CH:12][C:13]=3[Cl:14])[N:5]([CH2:4][C:1](=[O:3])[NH2:2])[CH:6]=2)=[O:17])([OH:35])[CH2:32][CH2:31]1. The catalyst class is: 1.